This data is from Catalyst prediction with 721,799 reactions and 888 catalyst types from USPTO. The task is: Predict which catalyst facilitates the given reaction. Reactant: [CH:1]1[C:10]2[C:5](=[CH:6][CH:7]=[CH:8][CH:9]=2)[CH:4]=[CH:3][C:2]=1[CH2:11][CH2:12]OS(C1C=CC(C)=CC=1)(=O)=O.[N-:24]=[N+:25]=[N-:26].[Na+]. Product: [N:24]([CH2:12][CH2:11][C:2]1[CH:3]=[CH:4][C:5]2[C:10](=[CH:9][CH:8]=[CH:7][CH:6]=2)[CH:1]=1)=[N+:25]=[N-:26]. The catalyst class is: 3.